From a dataset of Reaction yield outcomes from USPTO patents with 853,638 reactions. Predict the reaction yield, written as a fraction of the theoretical maximum amount of product (1.0 means a 100% yield; for example, 0.34 means a 34% yield). (1) The reactants are [CH2:1]([C:5]1[N:6]=[C:7]([CH3:27])[NH:8][C:9](=[O:26])[C:10]=1[CH2:11][C:12]1[CH:17]=[CH:16][C:15]([C:18]2[C:19]([C:24]#[N:25])=[CH:20][CH:21]=[CH:22][CH:23]=2)=[CH:14][CH:13]=1)[CH2:2][CH2:3][CH3:4].[H-].[Na+].CN(C)C=O.Br[CH2:36][C:37]1[CH:42]=[CH:41][C:40]([C:43]([CH3:46])([CH3:45])[CH3:44])=[CH:39][CH:38]=1. The catalyst is C(OCC)(=O)C. The product is [CH2:1]([C:5]1[N:6]=[C:7]([CH3:27])[N:8]([CH2:36][C:37]2[CH:42]=[CH:41][C:40]([C:43]([CH3:46])([CH3:45])[CH3:44])=[CH:39][CH:38]=2)[C:9](=[O:26])[C:10]=1[CH2:11][C:12]1[CH:17]=[CH:16][C:15]([C:18]2[C:19]([C:24]#[N:25])=[CH:20][CH:21]=[CH:22][CH:23]=2)=[CH:14][CH:13]=1)[CH2:2][CH2:3][CH3:4]. The yield is 0.610. (2) The reactants are Br[C:2]1[CH:8]=[C:7]([N+:9]([O-:11])=[O:10])[CH:6]=[CH:5][C:3]=1[NH2:4].[C:12]([C:14]1([CH3:17])[CH2:16][CH2:15]1)#[CH:13]. The catalyst is C(N(CC)CC)C.[Cu]I.Cl[Pd](Cl)([P](C1C=CC=CC=1)(C1C=CC=CC=1)C1C=CC=CC=1)[P](C1C=CC=CC=1)(C1C=CC=CC=1)C1C=CC=CC=1. The product is [CH3:17][C:14]1([C:12]#[C:13][C:2]2[CH:8]=[C:7]([N+:9]([O-:11])=[O:10])[CH:6]=[CH:5][C:3]=2[NH2:4])[CH2:16][CH2:15]1. The yield is 0.790. (3) The product is [O:7]1[CH2:3][CH:8]1[C@@H:9]([NH:17][C:18](=[O:24])[O:19][C:20]([CH3:21])([CH3:23])[CH3:22])[CH2:10][CH:11]1[CH2:12][CH2:13][O:14][CH2:15][CH2:16]1. The reactants are [H-].[Na+].[CH3:3]S(C)=O.[O:7]=[CH:8][C@@H:9]([NH:17][C:18](=[O:24])[O:19][C:20]([CH3:23])([CH3:22])[CH3:21])[CH2:10][CH:11]1[CH2:16][CH2:15][O:14][CH2:13][CH2:12]1. The yield is 0.290. The catalyst is C1COCC1.[Cl-].[Na+].O. (4) The reactants are [O:1]1[CH2:6][CH2:5][N:4]([C:7]2[S:8][CH:9]=[C:10]([C:12]([OH:14])=O)[N:11]=2)[CH2:3][CH2:2]1.[NH2:15][C@@H:16]([CH3:32])[CH2:17][N:18]1[CH:22]=[CH:21][C:20]([C:23]2[CH:30]=[CH:29][C:26]([C:27]#[N:28])=[C:25]([Cl:31])[CH:24]=2)=[N:19]1. No catalyst specified. The product is [Cl:31][C:25]1[CH:24]=[C:23]([C:20]2[CH:21]=[CH:22][N:18]([CH2:17][C@@H:16]([NH:15][C:12]([C:10]3[N:11]=[C:7]([N:4]4[CH2:3][CH2:2][O:1][CH2:6][CH2:5]4)[S:8][CH:9]=3)=[O:14])[CH3:32])[N:19]=2)[CH:30]=[CH:29][C:26]=1[C:27]#[N:28]. The yield is 0.0548. (5) The reactants are [CH3:1][Si:2]([CH3:23])([CH3:22])[C:3]1[C:16]2[S:15](=O)[C:14]3[C:9](=[CH:10][CH:11]=[CH:12][C:13]=3[Si:18]([CH3:21])([CH3:20])[CH3:19])[S:8][C:7]=2[CH:6]=[CH:5][CH:4]=1.C(Cl)(=O)C. The catalyst is CC(C)=O. The product is [CH3:1][Si:2]([CH3:23])([CH3:22])[C:3]1[C:16]2[S:15][C:14]3[C:9](=[CH:10][CH:11]=[CH:12][C:13]=3[Si:18]([CH3:21])([CH3:20])[CH3:19])[S:8][C:7]=2[CH:6]=[CH:5][CH:4]=1. The yield is 0.860.